This data is from Tyrosyl-DNA phosphodiesterase HTS with 341,365 compounds. The task is: Binary Classification. Given a drug SMILES string, predict its activity (active/inactive) in a high-throughput screening assay against a specified biological target. (1) The drug is S(c1n(CCC(=O)N2CCCCC2)c(=O)c2c(n1)cccc2)CC(=O)NCCc1ccc(S(=O)(=O)N)cc1. The result is 0 (inactive). (2) The drug is S(CC(=O)N1CCCCC1)c1oc(nn1)COc1ccccc1. The result is 0 (inactive). (3) The molecule is o1c(CNc2n(CCC)c3c(n2)cccc3)ccc1C. The result is 0 (inactive). (4) The result is 0 (inactive). The drug is P(OC(C)C)(=O)(c1ccccc1)c1ccccc1. (5) The drug is Ic1cc([N+]([O-])=O)ccc1. The result is 0 (inactive). (6) The result is 0 (inactive). The drug is Clc1sc2c(n(c(c2)C(=O)Nc2c(cccc2)C(OC)=O)CC)c1. (7) The result is 0 (inactive). The drug is S(=O)(=O)(N1CCOCC1)c1ccc(cc1)C(=O)Nc1sc2c(n1)c(OC)ccc2C. (8) The drug is Brc1c([nH]cnc1=O)C(C)(C)C. The result is 0 (inactive).